Dataset: Catalyst prediction with 721,799 reactions and 888 catalyst types from USPTO. Task: Predict which catalyst facilitates the given reaction. (1) The catalyst class is: 2. Product: [CH2:1]([C:3]1[CH:4]=[C:5]([CH2:6][N:30]2[CH2:31][CH2:32][N:27]([S:24]([CH3:23])(=[O:26])=[O:25])[CH2:28][CH2:29]2)[CH:8]=[CH:9][C:10]=1[N:11]([CH3:22])[C:12]1[N:17]=[CH:16][C:15]2[N:18]=[CH:19][N:20]([CH3:21])[C:14]=2[CH:13]=1)[CH3:2]. Reactant: [CH2:1]([C:3]1[CH:4]=[C:5]([CH:8]=[CH:9][C:10]=1[N:11]([CH3:22])[C:12]1[N:17]=[CH:16][C:15]2[N:18]=[CH:19][N:20]([CH3:21])[C:14]=2[CH:13]=1)[CH:6]=O)[CH3:2].[CH3:23][S:24]([N:27]1[CH2:32][CH2:31][NH:30][CH2:29][CH2:28]1)(=[O:26])=[O:25].C(O)(=O)C. (2) Reactant: [ClH:1].Cl.[N:3]1([C:9]2[N:14]=[CH:13][N:12]=[C:11]3[NH:15][N:16]=[CH:17][C:10]=23)[CH2:8][CH2:7][NH:6][CH2:5][CH2:4]1.C1C=CC2N(O)N=NC=2C=1.CCN=C=NCCCN(C)C.C(OC([NH:46][CH2:47][CH2:48][CH:49]([C:53]1[CH:58]=[CH:57][CH:56]=[CH:55][C:54]=1[Cl:59])[C:50](O)=[O:51])=O)(C)(C)C.C(N(CC)CC)C. Product: [ClH:59].[ClH:1].[NH2:46][CH2:47][CH2:48][CH:49]([C:53]1[CH:58]=[CH:57][CH:56]=[CH:55][C:54]=1[Cl:59])[C:50]([N:6]1[CH2:5][CH2:4][N:3]([C:9]2[N:14]=[CH:13][N:12]=[C:11]3[NH:15][N:16]=[CH:17][C:10]=23)[CH2:8][CH2:7]1)=[O:51]. The catalyst class is: 3. (3) Reactant: [CH3:1][O:2][C:3]1[CH:4]=[C:5]([O:21][C:22]2[CH:23]=[N:24][C:25]([S:28]([CH3:31])(=[O:30])=[O:29])=[CH:26][CH:27]=2)[CH:6]=[C:7]2[C:11]=1[NH:10][C:9]([C:12]1[S:13][CH:14]([CH2:17][C:18]([OH:20])=O)[CH2:15][N:16]=1)=[CH:8]2.Cl.C(N=C=NCCCN(C)C)C.ON1C2C=CC=CC=2N=N1.[NH:54]1[CH2:59][CH2:58][O:57][CH2:56][CH2:55]1. Product: [CH3:1][O:2][C:3]1[CH:4]=[C:5]([O:21][C:22]2[CH:23]=[N:24][C:25]([S:28]([CH3:31])(=[O:29])=[O:30])=[CH:26][CH:27]=2)[CH:6]=[C:7]2[C:11]=1[NH:10][C:9]([C:12]1[S:13][CH:14]([CH2:17][C:18]([N:54]3[CH2:59][CH2:58][O:57][CH2:56][CH2:55]3)=[O:20])[CH2:15][N:16]=1)=[CH:8]2. The catalyst class is: 145. (4) Product: [CH3:22][S:23]([O:1][CH:2]1[CH2:7][CH2:6][CH2:5][N:4]([C:8]([O:10][C:11]([CH3:14])([CH3:13])[CH3:12])=[O:9])[CH2:3]1)(=[O:25])=[O:24]. The catalyst class is: 154. Reactant: [OH:1][CH:2]1[CH2:7][CH2:6][CH2:5][N:4]([C:8]([O:10][C:11]([CH3:14])([CH3:13])[CH3:12])=[O:9])[CH2:3]1.C(N(CC)CC)C.[CH3:22][S:23](Cl)(=[O:25])=[O:24]. (5) Reactant: [C:1]([O:5][C:6](=[O:50])[CH2:7][C@H:8]([NH:24][C:25]([C@@H:27]1[CH2:32][CH2:31][CH2:30][N:29]([C:33](=[O:49])[CH2:34][CH2:35][CH:36]2[CH2:41][CH2:40][N:39]([C:42]([O:44][C:45]([CH3:48])([CH3:47])[CH3:46])=[O:43])[CH2:38][CH2:37]2)[CH2:28]1)=[O:26])[C:9]1[CH:10]=[N:11][CH:12]=[C:13]([CH2:15][CH2:16][C:17]2[CH:22]=[CH:21][C:20]([OH:23])=[CH:19][CH:18]=2)[CH:14]=1)([CH3:4])([CH3:3])[CH3:2].C(=O)([O-])[O-].[Cs+].[Cs+].[CH3:57][C:58]1[CH:63]=[CH:62][C:61]([S:64]([O:67][CH2:68][CH2:69]OS(C2C=CC(C)=CC=2)(=O)=O)(=[O:66])=[O:65])=[CH:60][CH:59]=1. Product: [C:1]([O:5][C:6](=[O:50])[CH2:7][C@H:8]([NH:24][C:25]([C@@H:27]1[CH2:32][CH2:31][CH2:30][N:29]([C:33](=[O:49])[CH2:34][CH2:35][CH:36]2[CH2:41][CH2:40][N:39]([C:42]([O:44][C:45]([CH3:48])([CH3:47])[CH3:46])=[O:43])[CH2:38][CH2:37]2)[CH2:28]1)=[O:26])[C:9]1[CH:10]=[N:11][CH:12]=[C:13]([CH2:15][CH2:16][C:17]2[CH:22]=[CH:21][C:20]([O:23][CH2:69][CH2:68][O:67][S:64]([C:61]3[CH:62]=[CH:63][C:58]([CH3:57])=[CH:59][CH:60]=3)(=[O:66])=[O:65])=[CH:19][CH:18]=2)[CH:14]=1)([CH3:3])([CH3:2])[CH3:4]. The catalyst class is: 9. (6) Reactant: F[C:2]1[C:7]([CH:8]2[CH2:12][CH2:11][C:10]([CH3:14])([OH:13])[CH2:9]2)=[CH:6][CH:5]=[CH:4][N:3]=1.[NH:15]1[C:19]2[CH:20]=[CH:21][CH:22]=[CH:23][C:18]=2[N:17]=[C:16]1[C:24]([C:26]1[CH:31]=[CH:30][C:29]([OH:32])=[CH:28][CH:27]=1)=[O:25].C(=O)([O-])[O-].[Cs+].[Cs+]. Product: [NH:15]1[C:19]2[CH:20]=[CH:21][CH:22]=[CH:23][C:18]=2[N:17]=[C:16]1[C:24]([C:26]1[CH:31]=[CH:30][C:29]([O:32][C:2]2[C:7]([C@H:8]3[CH2:12][CH2:11][C@:10]([OH:13])([CH3:14])[CH2:9]3)=[CH:6][CH:5]=[CH:4][N:3]=2)=[CH:28][CH:27]=1)=[O:25]. The catalyst class is: 37.